From a dataset of Reaction yield outcomes from USPTO patents with 853,638 reactions. Predict the reaction yield, written as a fraction of the theoretical maximum amount of product (1.0 means a 100% yield; for example, 0.34 means a 34% yield). The reactants are [NH2:1][C:2]1[C:7]([N+:8]([O-])=O)=[CH:6][N:5]=[CH:4][C:3]=1[CH3:11].Cl. The catalyst is [Fe].C(O)C. The product is [NH2:8][C:7]1[CH:6]=[N:5][CH:4]=[C:3]([CH3:11])[C:2]=1[NH2:1]. The yield is 0.600.